Predict the reactants needed to synthesize the given product. From a dataset of Full USPTO retrosynthesis dataset with 1.9M reactions from patents (1976-2016). (1) Given the product [CH2:3]1[CH:2]2[CH:6]([CH:7]3[CH2:11][CH:1]2[CH2:9][CH:8]3[OH:10])[CH2:5][CH2:4]1, predict the reactants needed to synthesize it. The reactants are: [CH:1]12[CH2:11][CH:7]([C:8](=[O:10])[CH2:9]1)[CH:6]1[CH:2]2[CH2:3][CH2:4][CH2:5]1.[BH4-].[Na+].Cl.O. (2) Given the product [Br:35][C:36]1[C:37]([N:46]2[CH2:51][CH2:50][N:49]([CH2:52][C:53]3[CH:54]=[N:55][CH:56]=[CH:57][CH:58]=3)[CH2:48][CH2:47]2)=[C:38]2[N:43]=[C:78]([C:77]3[CH:76]=[CH:75][C:74]([N:71]4[CH2:70][CH2:69][S:68](=[O:82])(=[O:67])[CH2:73][CH2:72]4)=[CH:81][CH:80]=3)[NH:42][C:39]2=[N:40][CH:41]=1, predict the reactants needed to synthesize it. The reactants are: BrC1C(N2CCN(C(NC3C=CC=CC=3)=O)CC2)=C2N=C(C3C=CC(N(C)C)=CC=3)NC2=NC=1.[Br:35][C:36]1[C:37]([N:46]2[CH2:51][CH2:50][N:49]([CH2:52][C:53]3[CH:54]=[N:55][CH:56]=[CH:57][CH:58]=3)[CH2:48][CH2:47]2)=[C:38]([N+:43]([O-])=O)[C:39]([NH2:42])=[N:40][CH:41]=1.[O-]S(S([O-])=O)=O.[Na+].[Na+].[O:67]=[S:68]1(=[O:82])[CH2:73][CH2:72][N:71]([C:74]2[CH:81]=[CH:80][C:77]([CH:78]=O)=[CH:76][CH:75]=2)[CH2:70][CH2:69]1. (3) The reactants are: Br[C:2]1[C:3]([OH:18])=[C:4]2[C:9](=[CH:10][CH:11]=1)[N:8]([C:12]([CH:14]1[CH2:16][CH2:15]1)=[O:13])[C@@H:7]([CH3:17])[CH2:6][CH2:5]2.[N:19]1[NH:20][N:21]=[CH:22][CH:23]=1.CN[C@@H]1CCCC[C@H]1NC.C(=O)([O-])[O-].[K+].[K+]. Given the product [CH:14]1([C:12]([N:8]2[C:9]3[C:4](=[C:3]([OH:18])[C:2]([N:20]4[N:21]=[CH:22][CH:23]=[N:19]4)=[CH:11][CH:10]=3)[CH2:5][CH2:6][C@@H:7]2[CH3:17])=[O:13])[CH2:16][CH2:15]1, predict the reactants needed to synthesize it. (4) Given the product [N:37]1[CH:36]=[CH:35][N:32]2[CH:33]=[CH:34][C:29]([CH2:28][NH:27][C:25]([C:23]3[S:24][C:20]([C:41]4[CH:42]=[CH:44][CH:45]=[C:39]([O:11][CH:12]([CH3:17])[CH3:13])[CH:40]=4)=[CH:21][CH:22]=3)=[O:26])=[CH:30][C:31]=12, predict the reactants needed to synthesize it. The reactants are: C(N1C=C(B2O[C:13](C)(C)[C:12](C)([CH3:17])[O:11]2)C=N1)C(C)C.Br[C:20]1[S:24][C:23]([C:25]([NH:27][CH2:28][C:29]2[CH:34]=[CH:33][N:32]3[CH:35]=[CH:36][N:37]=[C:31]3[CH:30]=2)=[O:26])=[CH:22][CH:21]=1.Br[C:39]1[CH:45]=[CH:44][C:42](N)=[CH:41][CH:40]=1. (5) Given the product [Cl:19][C:20]1[C:24]([N:25]([CH2:26][CH3:27])[C:5](=[O:6])[C:4](=[N:3][O:2][CH3:1])[CH2:8][S:9][CH3:10])=[CH:23][N:22]([C:28]2[CH:29]=[N:30][CH:31]=[CH:32][CH:33]=2)[N:21]=1, predict the reactants needed to synthesize it. The reactants are: [CH3:1][O:2][N:3]=[C:4]([CH2:8][S:9][CH3:10])[C:5](O)=[O:6].C(Cl)(=O)C(Cl)=O.Cl.Cl.[Cl:19][C:20]1[C:24]([NH:25][CH2:26][CH3:27])=[CH:23][N:22]([C:28]2[CH:29]=[N:30][CH:31]=[CH:32][CH:33]=2)[N:21]=1.N1C=CC=CC=1.